Dataset: Full USPTO retrosynthesis dataset with 1.9M reactions from patents (1976-2016). Task: Predict the reactants needed to synthesize the given product. (1) Given the product [C:14]1([C:18]2[CH:23]=[CH:22][CH:21]=[CH:20][CH:19]=2)[CH:15]=[CH:16][CH:17]=[C:12]([N:11]([CH3:10])[C:7]([C:5]2[S:6][C:2]([Br:1])=[CH:3][CH:4]=2)=[O:8])[CH:13]=1, predict the reactants needed to synthesize it. The reactants are: [Br:1][C:2]1[S:6][C:5]([C:7](Cl)=[O:8])=[CH:4][CH:3]=1.[CH3:10][NH:11][C:12]1[CH:13]=[C:14]([C:18]2[CH:23]=[CH:22][CH:21]=[CH:20][CH:19]=2)[CH:15]=[CH:16][CH:17]=1. (2) Given the product [CH:1]1([C:4]2[CH:5]=[C:6]([NH:10][C:11]3[O:12][CH2:13][C:14]4[CH:20]=[C:19]([NH:21][S:24]([N:23]([CH3:28])[CH3:22])(=[O:26])=[O:25])[CH:18]=[CH:17][C:15]=4[N:16]=3)[CH:7]=[CH:8][CH:9]=2)[CH2:3][CH2:2]1, predict the reactants needed to synthesize it. The reactants are: [CH:1]1([C:4]2[CH:5]=[C:6]([NH:10][C:11]3[O:12][CH2:13][C:14]4[CH:20]=[C:19]([NH2:21])[CH:18]=[CH:17][C:15]=4[N:16]=3)[CH:7]=[CH:8][CH:9]=2)[CH2:3][CH2:2]1.[CH3:22][N:23]([CH3:28])[S:24](Cl)(=[O:26])=[O:25]. (3) The reactants are: [N:1]1([CH2:8][CH2:9][N:10]2[CH2:15][CH2:14][CH:13]([NH:16][C:17]([C:19]3[NH:20][C:21]4[C:26]([CH:27]=3)=[C:25]([O:28][CH2:29][CH:30]([CH3:32])[CH3:31])[CH:24]=[CH:23][CH:22]=4)=[O:18])[CH2:12][CH2:11]2)[CH2:7][CH2:6][CH2:5][CH2:4][CH2:3][CH2:2]1.Cl.Cl.Cl.CC1CCN(CCN2CCC(N)CC2)CC1. Given the product [CH3:5][CH:4]1[CH2:3][CH2:2][N:1]([CH2:8][CH2:9][N:10]2[CH2:11][CH2:12][CH:13]([NH:16][C:17]([C:19]3[NH:20][C:21]4[C:26]([CH:27]=3)=[C:25]([O:28][CH2:29][CH:30]([CH3:32])[CH3:31])[CH:24]=[CH:23][CH:22]=4)=[O:18])[CH2:14][CH2:15]2)[CH2:7][CH2:6]1, predict the reactants needed to synthesize it. (4) Given the product [CH2:1]([O:8][C@H:9]1[C@H:14]([O:15][CH2:16][C:17]2[CH:18]=[CH:19][CH:20]=[CH:21][CH:22]=2)[C@@H:13]([O:23][CH2:24][C:25]2[CH:30]=[CH:29][CH:28]=[CH:27][CH:26]=2)[C@H:12]([C:31]2[CH:36]=[CH:35][C:34]([Cl:37])=[C:33]([CH2:38][C:39]3[CH:44]=[CH:43][C:42]([O:45][CH2:46][CH3:47])=[CH:41][CH:40]=3)[CH:32]=2)[O:11][C:10]1([CH3:48])[CH3:50])[C:2]1[CH:7]=[CH:6][CH:5]=[CH:4][CH:3]=1, predict the reactants needed to synthesize it. The reactants are: [CH2:1]([O:8][C@H:9]1[C@H:14]([O:15][CH2:16][C:17]2[CH:22]=[CH:21][CH:20]=[CH:19][CH:18]=2)[C@@H:13]([O:23][CH2:24][C:25]2[CH:30]=[CH:29][CH:28]=[CH:27][CH:26]=2)[C@H:12]([C:31]2[CH:36]=[CH:35][C:34]([Cl:37])=[C:33]([CH2:38][C:39]3[CH:44]=[CH:43][C:42]([O:45][CH2:46][CH3:47])=[CH:41][CH:40]=3)[CH:32]=2)[O:11][C:10]1([CH2:50]I)[CH2:48]I)[C:2]1[CH:7]=[CH:6][CH:5]=[CH:4][CH:3]=1.CC(N=NC(C#N)(C)C)(C#N)C. (5) Given the product [Br:1][C:2]1[CH:3]=[C:4]([C@@:9]([NH:19][S@@:20]([C:22]([CH3:25])([CH3:24])[CH3:23])=[O:21])([CH2:12][C@H:13]([OH:18])[C:14]([F:15])([F:17])[F:16])[CH2:10][F:11])[C:5]([F:8])=[N:6][CH:7]=1, predict the reactants needed to synthesize it. The reactants are: [Br:1][C:2]1[CH:3]=[C:4]([C@@:9]([NH:19][S@@:20]([C:22]([CH3:25])([CH3:24])[CH3:23])=[O:21])([CH2:12][C:13](=[O:18])[C:14]([F:17])([F:16])[F:15])[CH2:10][F:11])[C:5]([F:8])=[N:6][CH:7]=1.[BH4-].[Na+].C(=O)(O)[O-].[Na+]. (6) The reactants are: [CH2:1]([O:3][C:4]1[CH:5]=[C:6]([CH2:10][CH2:11][NH2:12])[CH:7]=[CH:8][CH:9]=1)[CH3:2].[CH2:13]=O. Given the product [CH2:1]([O:3][C:4]1[CH:5]=[C:6]2[C:7](=[CH:8][CH:9]=1)[CH2:13][NH:12][CH2:11][CH2:10]2)[CH3:2], predict the reactants needed to synthesize it. (7) Given the product [NH:1]1[C:31](=[O:33])[C@H:18]([CH2:19][CH2:20][C:21](=[O:30])[O:22][CH2:23][C:24]2[CH:29]=[CH:28][CH:27]=[CH:26][CH:25]=2)[NH:17][C:15](=[O:16])[C@@H:2]1[CH2:3][CH2:4][CH2:5][CH2:6][NH:7][C:8]([O:10][C:11]([CH3:14])([CH3:13])[CH3:12])=[O:9], predict the reactants needed to synthesize it. The reactants are: [NH2:1][C@H:2]([C:15]([NH:17][C@H:18]([C:31]([OH:33])=O)[CH2:19][CH2:20][C:21](=[O:30])[O:22][CH2:23][C:24]1[CH:29]=[CH:28][CH:27]=[CH:26][CH:25]=1)=[O:16])[CH2:3][CH2:4][CH2:5][CH2:6][NH:7][C:8]([O:10][C:11]([CH3:14])([CH3:13])[CH3:12])=[O:9].C(Cl)(Cl)Cl.CO.CC(O)=O.